This data is from Catalyst prediction with 721,799 reactions and 888 catalyst types from USPTO. The task is: Predict which catalyst facilitates the given reaction. (1) Reactant: Cl.[CH2:2]([C@@:9]12[CH2:38][CH2:37][C:32]3(OCC[O:33]3)[CH2:31][C@@H:10]1[CH2:11][N:12]([CH3:30])[CH2:13][C:14]1[CH:19]=[C:18]([C:20]([NH:22][C:23]3[C:24]([CH3:29])=[N:25][CH:26]=[CH:27][CH:28]=3)=[O:21])[CH:17]=[CH:16][C:15]=12)[C:3]1[CH:8]=[CH:7][CH:6]=[CH:5][CH:4]=1.C([O-])(O)=O.[Na+]. Product: [CH2:2]([C@@:9]12[CH2:38][CH2:37][C:32](=[O:33])[CH2:31][C@@H:10]1[CH2:11][N:12]([CH3:30])[CH2:13][C:14]1[CH:19]=[C:18]([C:20]([NH:22][C:23]3[C:24]([CH3:29])=[N:25][CH:26]=[CH:27][CH:28]=3)=[O:21])[CH:17]=[CH:16][C:15]=12)[C:3]1[CH:4]=[CH:5][CH:6]=[CH:7][CH:8]=1.[CH2:2]([C@@:9]12[CH2:38][CH2:37][C@H:32]([OH:33])[CH2:31][C@@H:10]1[CH2:11][N:12]([CH3:30])[CH2:13][C:14]1[CH:19]=[C:18]([C:20]([NH:22][C:23]3[C:24]([CH3:29])=[N:25][CH:26]=[CH:27][CH:28]=3)=[O:21])[CH:17]=[CH:16][C:15]=12)[C:3]1[CH:4]=[CH:5][CH:6]=[CH:7][CH:8]=1. The catalyst class is: 1. (2) Reactant: [NH2:1][C:2]1[CH:7]=[C:6]([NH:8][C:9](=[O:19])[C:10]2[C:15]([Cl:16])=[CH:14][C:13]([Cl:17])=[CH:12][C:11]=2[Cl:18])[CH:5]=[CH:4][N:3]=1.[CH:20]1([C:23](Cl)=[O:24])[CH2:22][CH2:21]1. The catalyst class is: 17. Product: [Cl:16][C:15]1[CH:14]=[C:13]([Cl:17])[CH:12]=[C:11]([Cl:18])[C:10]=1[C:9]([NH:8][C:6]1[CH:5]=[CH:4][N:3]=[C:2]([NH:1][C:23]([CH:20]2[CH2:22][CH2:21]2)=[O:24])[CH:7]=1)=[O:19]. (3) Reactant: [NH2:1][C:2]1[CH:11]=[CH:10][C:5]([C:6]([O:8][CH3:9])=[O:7])=[CH:4][CH:3]=1.C([Li])CCC.I[CH2:18][CH2:19][CH2:20][CH2:21][CH3:22].C(=O)(O)[O-].[Na+]. Product: [CH2:18]([NH:1][C:2]1[CH:3]=[CH:4][C:5]([C:6]([O:8][CH3:9])=[O:7])=[CH:10][CH:11]=1)[CH2:19][CH2:20][CH2:21][CH3:22]. The catalyst class is: 7. (4) Reactant: [CH2:1]([N:3]([CH2:18][CH3:19])[CH2:4][CH2:5][NH:6][C:7]([C:9]1[C:13]([CH3:14])=[C:12]([CH:15]=O)[NH:11][C:10]=1[CH3:17])=[O:8])[CH3:2].[NH2:20][C:21]1[N:22]=[C:23]([Cl:42])[C:24]2[CH2:29][C:28](=[O:30])[N:27]([CH2:31][C:32]3[C:37]([CH3:38])=[C:36]([O:39][CH3:40])[C:35]([CH3:41])=[CH:34][N:33]=3)[C:25]=2[N:26]=1.N1CCCCC1. Product: [NH2:20][C:21]1[N:22]=[C:23]([Cl:42])[C:24]2=[C:25]([N:27]([CH2:31][C:32]3[C:37]([CH3:38])=[C:36]([O:39][CH3:40])[C:35]([CH3:41])=[CH:34][N:33]=3)[C:28](=[O:30])/[C:29]/2=[CH:15]\[C:12]2[NH:11][C:10]([CH3:17])=[C:9]([C:7]([NH:6][CH2:5][CH2:4][N:3]([CH2:18][CH3:19])[CH2:1][CH3:2])=[O:8])[C:13]=2[CH3:14])[N:26]=1. The catalyst class is: 14. (5) Reactant: [CH2:1]([O:3][C:4]([C:6]1[CH:7]=[N:8][N:9]([C:11]2[N:15]([CH2:16][O:17][CH2:18][CH2:19][O:20][CH3:21])[C:14]3[CH:22]=[C:23]([Cl:27])[C:24]([SH:26])=[CH:25][C:13]=3[N:12]=2)[CH:10]=1)=[O:5])[CH3:2].[CH2:28](Br)[C:29]1[CH:34]=[CH:33][CH:32]=[CH:31][CH:30]=1.C(=O)([O-])[O-].[K+].[K+]. Product: [CH2:1]([O:3][C:4]([C:6]1[CH:7]=[N:8][N:9]([C:11]2[N:15]([CH2:16][O:17][CH2:18][CH2:19][O:20][CH3:21])[C:14]3[CH:22]=[C:23]([Cl:27])[C:24]([S:26][CH2:28][C:29]4[CH:34]=[CH:33][CH:32]=[CH:31][CH:30]=4)=[CH:25][C:13]=3[N:12]=2)[CH:10]=1)=[O:5])[CH3:2]. The catalyst class is: 3. (6) Reactant: [OH:1][C:2]1[CH:11]=[CH:10][CH:9]=[C:8]([OH:12])[C:3]=1[C:4]([O:6][CH3:7])=[O:5].[C:13]([NH:20][CH2:21][CH2:22][CH2:23][CH2:24]O)([O:15][C:16]([CH3:19])([CH3:18])[CH3:17])=[O:14].C1C=CC(P(C2C=CC=CC=2)C2C=CC=CC=2)=CC=1.CCOC(/N=N/C(OCC)=O)=O. Product: [CH3:7][O:6][C:4](=[O:5])[C:3]1[C:2]([OH:1])=[CH:11][CH:10]=[CH:9][C:8]=1[O:12][CH2:24][CH2:23][CH2:22][CH2:21][NH:20][C:13]([O:15][C:16]([CH3:17])([CH3:19])[CH3:18])=[O:14]. The catalyst class is: 1.